Dataset: Full USPTO retrosynthesis dataset with 1.9M reactions from patents (1976-2016). Task: Predict the reactants needed to synthesize the given product. (1) Given the product [CH2:22]([O:21][P:19]([C:5]1[O:4][C:3]([C:8]([OH:10])=[O:9])=[C:2]([Cl:1])[C:6]=1[Cl:7])([O:24][CH2:25][CH3:26])=[O:20])[CH3:23], predict the reactants needed to synthesize it. The reactants are: [Cl:1][C:2]1[C:6]([Cl:7])=[CH:5][O:4][C:3]=1[C:8]([OH:10])=[O:9].[Li+].CC([N-]C(C)C)C.[P:19](Cl)([O:24][CH2:25][CH3:26])([O:21][CH2:22][CH3:23])=[O:20]. (2) Given the product [S:14]1[C:18]([C:2]2[C:3]([O:12][CH3:13])=[CH:4][C:5]([O:10][CH3:11])=[C:6]([CH:9]=2)[CH:7]=[O:8])=[CH:17][C:16]2[CH:22]=[CH:23][CH:24]=[CH:25][C:15]1=2, predict the reactants needed to synthesize it. The reactants are: Br[C:2]1[C:3]([O:12][CH3:13])=[CH:4][C:5]([O:10][CH3:11])=[C:6]([CH:9]=1)[CH:7]=[O:8].[S:14]1[C:18](B(O)O)=[CH:17][C:16]2[CH:22]=[CH:23][CH:24]=[CH:25][C:15]1=2. (3) Given the product [CH3:1][O:2][C:3]([C:5]1[CH:6]=[C:7]2[C:12](=[CH:13][CH:14]=1)[O:11][CH2:10][CH:9]([C:15]([OH:17])=[O:16])[CH2:8]2)=[O:4], predict the reactants needed to synthesize it. The reactants are: [CH3:1][O:2][C:3]([C:5]1[CH:6]=[C:7]2[C:12](=[CH:13][CH:14]=1)[O:11][CH2:10][C:9]([C:15]([OH:17])=[O:16])=[CH:8]2)=[O:4]. (4) Given the product [Cl:1][C:2]1[CH:7]=[CH:6][C:5]([NH:8][C:9]([N:26]2[CH2:27][CH2:28][N:23]([C:14](=[N:13][C:11]#[N:12])[NH:15][C:16]3[CH:21]=[CH:20][CH:19]=[CH:18][C:17]=3[CH3:22])[CH2:24][CH:25]2[C:29]2[CH:34]=[CH:33][CH:32]=[CH:31][CH:30]=2)=[O:10])=[CH:4][CH:3]=1, predict the reactants needed to synthesize it. The reactants are: [Cl:1][C:2]1[CH:7]=[CH:6][C:5]([N:8]=[C:9]=[O:10])=[CH:4][CH:3]=1.[C:11]([N:13]=[C:14]([N:23]1[CH2:28][CH2:27][NH:26][CH:25]([C:29]2[CH:34]=[CH:33][CH:32]=[CH:31][CH:30]=2)[CH2:24]1)[NH:15][C:16]1[CH:21]=[CH:20][CH:19]=[CH:18][C:17]=1[CH3:22])#[N:12].O. (5) Given the product [NH2:31][CH:32]([C:36]1[CH:41]=[CH:40][CH:39]=[CH:38][CH:37]=1)[C:33]([N:11]([CH2:12][CH2:13][C:14]1[CH:19]=[CH:18][C:17]([O:20][CH3:21])=[C:16]([O:22][CH3:23])[CH:15]=1)[C:5]1[CH:4]=[CH:3][C:8]([O:9][CH3:10])=[CH:7][CH:6]=1)=[O:34], predict the reactants needed to synthesize it. The reactants are: CO[C:3]1[CH:4]=[C:5]([NH:11][CH2:12][CH2:13][C:14]2[CH:19]=[CH:18][C:17]([O:20][CH3:21])=[C:16]([O:22][CH3:23])[CH:15]=2)[CH:6]=[CH:7][C:8]=1[O:9][CH3:10].C(OC([NH:31][CH:32]([C:36]1[CH:41]=[CH:40][CH:39]=[CH:38][CH:37]=1)[C:33](O)=[O:34])=O)(C)(C)C. (6) Given the product [CH:6]1([NH:9][C:10]([C:12]2[CH:17]=[C:16]([C:18]3[C:19]([C:27]([NH:29][C:30]4[S:31][CH:32]=[CH:33][N:34]=4)=[O:28])=[CH:20][C:21]([C:24]([NH:5][CH2:1][CH:2]([CH3:4])[CH3:3])=[O:26])=[CH:22][CH:23]=3)[C:15]([CH3:35])=[C:14]([F:36])[CH:13]=2)=[O:11])[CH2:8][CH2:7]1, predict the reactants needed to synthesize it. The reactants are: [CH2:1]([NH2:5])[CH:2]([CH3:4])[CH3:3].[CH:6]1([NH:9][C:10]([C:12]2[CH:13]=[C:14]([F:36])[C:15]([CH3:35])=[C:16]([C:18]3[CH:23]=[CH:22][C:21]([C:24]([OH:26])=O)=[CH:20][C:19]=3[C:27]([NH:29][C:30]3[S:31][CH:32]=[CH:33][N:34]=3)=[O:28])[CH:17]=2)=[O:11])[CH2:8][CH2:7]1.Cl.CN(C)CCCN=C=NCC.CCOC(C)=O. (7) Given the product [C:11]([O:10][C:9]([N:8]([C@H:16]1[CH2:24][CH2:23][CH2:22][C@H:21]([O:25][CH2:26][CH:27]([CH3:28])[CH3:29])[C@@H:20]([O:30][CH2:31][CH:32]([CH3:34])[CH3:33])[C@H:19]([CH3:35])[O:18][C:17]1=[O:36])[C:6](=[O:7])[O:5][C:1]([CH3:2])([CH3:3])[CH3:4])=[O:15])([CH3:13])([CH3:12])[CH3:14], predict the reactants needed to synthesize it. The reactants are: [C:1]([O:5][C:6]([N:8]([C@H:16]1[CH2:24][CH2:23][CH2:22][C@H:21]([O:25][CH2:26][C:27]([CH3:29])=[CH2:28])[C@@H:20]([O:30][CH2:31][C:32]([CH3:34])=[CH2:33])[C@H:19]([CH3:35])[O:18][C:17]1=[O:36])[C:9](=[O:15])[O:10][C:11]([CH3:14])([CH3:13])[CH3:12])=[O:7])([CH3:4])([CH3:3])[CH3:2].[H][H].